This data is from Full USPTO retrosynthesis dataset with 1.9M reactions from patents (1976-2016). The task is: Predict the reactants needed to synthesize the given product. (1) Given the product [Cl:26][C:27]1[CH:35]=[N:34][CH:33]=[CH:32][C:28]=1[C:29]([N:20]1[CH2:21][CH2:22][CH:17]([N:15]2[C:14](=[O:23])[C:13]([CH3:25])([CH3:24])[C:12]([C:6]3[CH:7]=[CH:8][C:9]([O:10][CH3:11])=[C:4]([O:3][CH3:2])[CH:5]=3)=[N:16]2)[CH2:18][CH2:19]1)=[O:30], predict the reactants needed to synthesize it. The reactants are: Cl.[CH3:2][O:3][C:4]1[CH:5]=[C:6]([C:12]2[C:13]([CH3:25])([CH3:24])[C:14](=[O:23])[N:15]([CH:17]3[CH2:22][CH2:21][NH:20][CH2:19][CH2:18]3)[N:16]=2)[CH:7]=[CH:8][C:9]=1[O:10][CH3:11].[Cl:26][C:27]1[CH:35]=[N:34][CH:33]=[CH:32][C:28]=1[C:29](O)=[O:30]. (2) Given the product [OH:38][C:39]1[C@H:40]2[C@H:27]([C@H:26]3[CH2:25][C@@H:43]2[CH2:42][CH2:45]3)[NH:28][C:17](=[O:18])[C:16]=1[C:11]1[NH:10][C:9]2[CH:20]=[CH:21][C:6]([NH:5][S:2]([CH3:1])(=[O:4])=[O:3])=[CH:7][C:8]=2[S:13](=[O:15])(=[O:14])[N:12]=1, predict the reactants needed to synthesize it. The reactants are: [CH3:1][S:2]([NH:5][C:6]1[CH:21]=[CH:20][C:9]2[NH:10][C:11]([CH2:16][C:17](O)=[O:18])=[N:12][S:13](=[O:15])(=[O:14])[C:8]=2[CH:7]=1)(=[O:4])=[O:3].Cl.CN(C)[CH2:25][CH2:26][CH2:27][N:28]=C=NCC.CN1[CH2:40][CH2:39][O:38]CC1.[O-][CH2:42][CH3:43].[Na+].[CH2:45](O)C. (3) Given the product [NH2:19][C:20]1[CH:25]=[C:24]([C:15]2[CH:16]=[CH:17][C:12]([C:2]([F:1])([CH3:11])[CH2:3][NH:4][S:5]([CH:8]([CH3:10])[CH3:9])(=[O:7])=[O:6])=[CH:13][CH:14]=2)[CH:23]=[CH:22][CH:21]=1, predict the reactants needed to synthesize it. The reactants are: [F:1][C:2]([C:12]1[CH:17]=[CH:16][C:15](I)=[CH:14][CH:13]=1)([CH3:11])[CH2:3][NH:4][S:5]([CH:8]([CH3:10])[CH3:9])(=[O:7])=[O:6].[NH2:19][C:20]1[CH:21]=[C:22](B(O)O)[CH:23]=[CH:24][CH:25]=1.C(=O)([O-])[O-].[K+].[K+].O. (4) The reactants are: [Cl:1][C:2]1[C:3]([Cl:17])=[C:4]([C:7]([C:10]2[O:11][C:12]([CH2:15][CH3:16])=[CH:13][N:14]=2)=[CH:8][N:9]=1)[CH:5]=[O:6].[BH4-].[Na+]. Given the product [Cl:1][C:2]1[C:3]([Cl:17])=[C:4]([CH2:5][OH:6])[C:7]([C:10]2[O:11][C:12]([CH2:15][CH3:16])=[CH:13][N:14]=2)=[CH:8][N:9]=1, predict the reactants needed to synthesize it. (5) Given the product [Br:28][C:10]1[C:9]2[C:13](=[CH:14][CH:15]=[C:7]([Cl:6])[CH:8]=2)[NH:12][C:11]=1[C:16]([O:18][CH2:19][CH3:20])=[O:17], predict the reactants needed to synthesize it. The reactants are: CN(C=O)C.[Cl:6][C:7]1[CH:8]=[C:9]2[C:13](=[CH:14][CH:15]=1)[NH:12][C:11]([C:16]([O:18][CH2:19][CH3:20])=[O:17])=[CH:10]2.C1C(=O)N([Br:28])C(=O)C1. (6) The reactants are: [Cl:1][CH2:2][C:3]1[CH:4]=[CH:5][C:6]2[S:11][C:10]3[N:12]=[CH:13][CH:14]=[N:15][C:9]=3[N:8](COC)[C:7]=2[CH:19]=1.Cl. Given the product [Cl:1][CH2:2][C:3]1[CH:4]=[CH:5][C:6]2[S:11][C:10]3[N:12]=[CH:13][CH:14]=[N:15][C:9]=3[NH:8][C:7]=2[CH:19]=1, predict the reactants needed to synthesize it.